From a dataset of Forward reaction prediction with 1.9M reactions from USPTO patents (1976-2016). Predict the product of the given reaction. (1) Given the reactants [C:1]1(=[O:8])[CH:6]=[CH:5][C:4](=[O:7])[CH:3]=[CH:2]1.[C:9]1([PH:15](=[O:22])[C:16]2[CH:21]=[CH:20][CH:19]=[CH:18][CH:17]=2)[CH:14]=[CH:13][CH:12]=[CH:11][CH:10]=1, predict the reaction product. The product is: [OH:7][C:4]1[CH:5]=[CH:6][C:1]([OH:8])=[CH:2][C:3]=1[P:15](=[O:22])([C:16]1[CH:17]=[CH:18][CH:19]=[CH:20][CH:21]=1)[C:9]1[CH:14]=[CH:13][CH:12]=[CH:11][CH:10]=1. (2) Given the reactants [NH2:1][C:2]1[C:7]([CH:8]=O)=[CH:6][N:5]=[C:4]([N:10]2[CH2:15][CH2:14][O:13][CH2:12][CH2:11]2)[N:3]=1.C[O:17][C:18](=O)[CH2:19][C:20]([NH:22][C:23]1[CH:28]=[C:27]([C:29](=[O:39])[NH:30][CH2:31][C:32]2[CH:37]=[CH:36][CH:35]=[C:34]([F:38])[CH:33]=2)[CH:26]=[CH:25][C:24]=1[Cl:40])=[O:21].N1CCCCC1, predict the reaction product. The product is: [Cl:40][C:24]1[CH:25]=[CH:26][C:27]([C:29](=[O:39])[NH:30][CH2:31][C:32]2[CH:37]=[CH:36][CH:35]=[C:34]([F:38])[CH:33]=2)=[CH:28][C:23]=1[NH:22][C:20]([C:19]1[C:18](=[O:17])[NH:1][C:2]2[N:3]=[C:4]([N:10]3[CH2:15][CH2:14][O:13][CH2:12][CH2:11]3)[N:5]=[CH:6][C:7]=2[CH:8]=1)=[O:21]. (3) Given the reactants [NH:1]1[CH2:6][CH2:5][NH:4][CH2:3][CH2:2]1.[CH:7]1([N:10]2[C:19]3[C:14](=[CH:15][C:16]([F:25])=[C:17](F)[C:18]=3[O:20][CH:21]([F:23])[F:22])[C:13](=[O:26])[C:12]([C:27]([O:29][CH2:30][CH3:31])=[O:28])=[C:11]2[S:32]([CH3:35])(=[O:34])=[O:33])[CH2:9][CH2:8]1.NC([C@@H]1CCN(C2C(OC)=C3C(C(=O)C(C(OCC)=O)=C(S(C)(=O)=O)N3C3CC3)=CC=2F)C1)(C)C, predict the reaction product. The product is: [CH:7]1([N:10]2[C:19]3[C:14](=[CH:15][C:16]([F:25])=[C:17]([N:1]4[CH2:6][CH2:5][NH:4][CH2:3][CH2:2]4)[C:18]=3[O:20][CH:21]([F:23])[F:22])[C:13](=[O:26])[C:12]([C:27]([O:29][CH2:30][CH3:31])=[O:28])=[C:11]2[S:32]([CH3:35])(=[O:33])=[O:34])[CH2:9][CH2:8]1. (4) Given the reactants [F:1][C:2]([F:31])([F:30])[C:3]1[CH:4]=[C:5]([NH:13][C:14](SC)=[C:15]([S:18]([C:21]2[CH:26]=[CH:25][C:24]([Cl:27])=[CH:23][CH:22]=2)(=[O:20])=[O:19])[C:16]#[N:17])[CH:6]=[C:7]([C:9]([F:12])([F:11])[F:10])[CH:8]=1, predict the reaction product. The product is: [F:31][C:2]([F:1])([F:30])[C:3]1[CH:4]=[C:5]([NH:13][C:14]([NH:13][CH2:5][CH2:4][CH3:3])=[C:15]([S:18]([C:21]2[CH:22]=[CH:23][C:24]([Cl:27])=[CH:25][CH:26]=2)(=[O:19])=[O:20])[C:16]#[N:17])[CH:6]=[C:7]([C:9]([F:11])([F:12])[F:10])[CH:8]=1.